From a dataset of Peptide-MHC class I binding affinity with 185,985 pairs from IEDB/IMGT. Regression. Given a peptide amino acid sequence and an MHC pseudo amino acid sequence, predict their binding affinity value. This is MHC class I binding data. (1) The peptide sequence is LATLNTLIT. The MHC is HLA-A02:03 with pseudo-sequence HLA-A02:03. The binding affinity (normalized) is 0.321. (2) The peptide sequence is TPYDINQML. The MHC is HLA-A29:02 with pseudo-sequence HLA-A29:02. The binding affinity (normalized) is 0. (3) The binding affinity (normalized) is 0.500. The peptide sequence is FASSRMSTY. The MHC is HLA-A26:01 with pseudo-sequence HLA-A26:01.